From a dataset of Peptide-MHC class II binding affinity with 134,281 pairs from IEDB. Regression. Given a peptide amino acid sequence and an MHC pseudo amino acid sequence, predict their binding affinity value. This is MHC class II binding data. (1) The peptide sequence is GELQIVKKIDAAFKI. The MHC is DRB4_0101 with pseudo-sequence DRB4_0103. The binding affinity (normalized) is 0.605. (2) The MHC is HLA-DQA10102-DQB10602 with pseudo-sequence HLA-DQA10102-DQB10602. The peptide sequence is VFIPNYNVSVAEVLI. The binding affinity (normalized) is 0.353. (3) The peptide sequence is ERFALNPSLLETTEGCQQI. The MHC is DRB1_0405 with pseudo-sequence DRB1_0405. The binding affinity (normalized) is 0.795. (4) The peptide sequence is LLGQNTAAIAAIEAQ. The MHC is DRB1_0101 with pseudo-sequence DRB1_0101. The binding affinity (normalized) is 0.661. (5) The peptide sequence is KLTVVVGDIIGVLEQ. The MHC is DRB1_0401 with pseudo-sequence DRB1_0401. The binding affinity (normalized) is 0.587. (6) The peptide sequence is QVAQYKALPVVLENA. The MHC is HLA-DQA10501-DQB10201 with pseudo-sequence HLA-DQA10501-DQB10201. The binding affinity (normalized) is 0.400. (7) The peptide sequence is LGQQQPFPPQQPYPQPQPFP. The MHC is DRB1_0701 with pseudo-sequence DRB1_0701. The binding affinity (normalized) is 0.